This data is from Forward reaction prediction with 1.9M reactions from USPTO patents (1976-2016). The task is: Predict the product of the given reaction. (1) The product is: [Cl:50][C:51]1[C:55]([C:56]2[N:61]=[C:60]([C:62](=[O:65])[NH:63][CH3:64])[C:59]([NH:66][C:67]3[C:72]([C:73]([F:75])([F:74])[F:76])=[CH:71][N:70]=[C:69]([NH:77][C:78]4[CH:92]=[CH:91][C:81]([CH2:82][P:83](=[O:87])([OH:90])[O:84][CH2:85][CH3:86])=[CH:80][C:79]=4[O:93][CH3:94])[N:68]=3)=[CH:58][CH:57]=2)=[CH:54][N:53]([CH2:95][CH2:96][CH2:97][OH:98])[N:52]=1. Given the reactants C(N(CC)C(C1C=C(C2C=NN(CCCO)C=2)C=CC=1NC1C(C(F)(F)F)=CN=C(NC2C=CC(CP(=O)(O)OCC)=CC=2OC)N=1)=O)C.[Cl:50][C:51]1[C:55]([C:56]2[N:61]=[C:60]([C:62](=[O:65])[NH:63][CH3:64])[C:59]([NH:66][C:67]3[C:72]([C:73]([F:76])([F:75])[F:74])=[CH:71][N:70]=[C:69]([NH:77][C:78]4[CH:92]=[CH:91][C:81]([CH2:82][P:83](=[O:90])([O:87]CC)[O:84][CH2:85][CH3:86])=[CH:80][C:79]=4[O:93][CH3:94])[N:68]=3)=[CH:58][CH:57]=2)=[CH:54][N:53]([CH2:95][CH2:96][CH2:97][OH:98])[N:52]=1, predict the reaction product. (2) The product is: [CH2:4]([C:6]([C:25]1[CH:38]=[CH:37][C:28]([O:29][CH2:30][C@H:31]([OH:35])[CH2:32][CH2:33][C:34]([OH:36])=[O:1])=[C:27]([CH3:39])[CH:26]=1)([C:9]1[CH:14]=[CH:13][C:12]([C:15]2[O:16][C:17]([C:20]([OH:23])([CH3:22])[CH3:21])=[CH:18][CH:19]=2)=[C:11]([CH3:24])[CH:10]=1)[CH2:7][CH3:8])[CH3:5]. Given the reactants [OH-:1].[K+].O.[CH2:4]([C:6]([C:25]1[CH:38]=[CH:37][C:28]([O:29][CH2:30][C@@H:31]2[O:35][C:34](=[O:36])[CH2:33][CH2:32]2)=[C:27]([CH3:39])[CH:26]=1)([C:9]1[CH:14]=[CH:13][C:12]([C:15]2[O:16][C:17]([C:20]([OH:23])([CH3:22])[CH3:21])=[CH:18][CH:19]=2)=[C:11]([CH3:24])[CH:10]=1)[CH2:7][CH3:8])[CH3:5], predict the reaction product. (3) Given the reactants [NH2:1][C:2]12[C:20](=[O:21])[C:19]3[C:14](=[CH:15][CH:16]=[CH:17][CH:18]=3)[C:3]1([OH:22])[O:4][C:5]1[C:10]2=[CH:9][CH:8]=[C:7]([CH:11]([CH3:13])[CH3:12])[CH:6]=1.C(N(CC)CC)C.Cl[C:31](Cl)([O:33]C(=O)OC(Cl)(Cl)Cl)Cl, predict the reaction product. The product is: [OH:22][C:3]12[C:14]3[C:19](=[CH:18][CH:17]=[CH:16][CH:15]=3)[C:20](=[O:21])[C:2]1([N:1]=[C:31]=[O:33])[C:10]1[C:5]([O:4]2)=[CH:6][C:7]([CH:11]([CH3:13])[CH3:12])=[CH:8][CH:9]=1. (4) Given the reactants [Cl:1][C:2]1[N:10]=[C:9]2[C:5]([NH:6][CH:7]=[N:8]2)=[C:4](Cl)[N:3]=1.[CH2:12]([NH2:17])[C:13]([CH3:16])([CH3:15])[CH3:14], predict the reaction product. The product is: [Cl:1][C:2]1[NH:3][C:4]([NH:17][CH2:12][C:13]([CH3:16])([CH3:15])[CH3:14])=[C:5]2[C:9]([N:10]=1)=[N:8][CH:7]=[N:6]2. (5) Given the reactants [NH2:1][C:2]1[C:11]2[N:10]=[CH:9][C:8]([CH2:12][CH2:13][C:14]3[CH:22]=[CH:21][C:17]([C:18](O)=[O:19])=[CH:16][C:15]=3[CH3:23])=[CH:7][C:6]=2[C:5]2[CH:24]=[CH:25][C:26]([CH3:28])=[CH:27][C:4]=2[N:3]=1.S(Cl)([Cl:31])=O, predict the reaction product. The product is: [NH2:1][C:2]1[C:11]2[N:10]=[CH:9][C:8]([CH2:12][CH2:13][C:14]3[CH:22]=[CH:21][C:17]([C:18]([Cl:31])=[O:19])=[CH:16][C:15]=3[CH3:23])=[CH:7][C:6]=2[C:5]2[CH:24]=[CH:25][C:26]([CH3:28])=[CH:27][C:4]=2[N:3]=1.